This data is from Full USPTO retrosynthesis dataset with 1.9M reactions from patents (1976-2016). The task is: Predict the reactants needed to synthesize the given product. (1) Given the product [CH3:13][O:3][CH2:4][C:5]1[S:6][CH:7]=[C:8]([C:10]([OH:12])=[O:11])[N:9]=1, predict the reactants needed to synthesize it. The reactants are: [H-].[Na+].[OH:3][CH2:4][C:5]1[S:6][CH:7]=[C:8]([C:10]([OH:12])=[O:11])[N:9]=1.[CH3:13]I.[OH-].[Na+].Cl. (2) Given the product [Br:14][C:12]1[CH:13]=[C:5]([C:3]([OH:4])=[O:2])[C:6]2[CH:7]=[N:8][N:9]([C:15]3[CH:16]=[CH:17][C:18]([F:21])=[CH:19][CH:20]=3)[C:10]=2[CH:11]=1, predict the reactants needed to synthesize it. The reactants are: C[O:2][C:3]([C:5]1[C:6]2[CH:7]=[N:8][N:9]([C:15]3[CH:20]=[CH:19][C:18]([F:21])=[CH:17][CH:16]=3)[C:10]=2[CH:11]=[C:12]([Br:14])[CH:13]=1)=[O:4].[OH-].[Na+].Cl. (3) The reactants are: [F:1][C:2]([F:39])([F:38])[C:3]1[CH:4]=[C:5]([C@H:13]([O:15][C@H:16]2[CH2:24][CH2:23][C@H:22]3[C@@H:18]([CH2:19][N:20]([C:25]4[CH2:29][CH2:28][C:27](=[O:30])[CH:26]=4)[CH2:21]3)[C@@H:17]2[C:31]2[CH:36]=[CH:35][C:34]([F:37])=[CH:33][CH:32]=2)[CH3:14])[CH:6]=[C:7]([C:9]([F:12])([F:11])[F:10])[CH:8]=1.C[Si]([N-][Si](C)(C)C)(C)C.[K+].C1C[O:53]CC1. Given the product [F:39][C:2]([F:1])([F:38])[C:3]1[CH:4]=[C:5]([C@H:13]([O:15][C@H:16]2[CH2:24][CH2:23][C@H:22]3[C@@H:18]([CH2:19][N:20]([C:25]4[CH2:29][CH:28]([OH:53])[C:27](=[O:30])[CH:26]=4)[CH2:21]3)[C@@H:17]2[C:31]2[CH:36]=[CH:35][C:34]([F:37])=[CH:33][CH:32]=2)[CH3:14])[CH:6]=[C:7]([C:9]([F:11])([F:10])[F:12])[CH:8]=1, predict the reactants needed to synthesize it. (4) Given the product [Br:1][C:2]1[CH:8]=[CH:7][C:6]([N+:9]([O-:11])=[O:10])=[CH:5][C:3]=1[NH:4][C:20](=[O:21])[CH2:19][Cl:18], predict the reactants needed to synthesize it. The reactants are: [Br:1][C:2]1[CH:8]=[CH:7][C:6]([N+:9]([O-:11])=[O:10])=[CH:5][C:3]=1[NH2:4].N1C=CC=CC=1.[Cl:18][CH2:19][C:20](Cl)=[O:21]. (5) Given the product [NH2:1][C:2]1[C:6]([C:7]#[N:8])=[CH:5][N:4]([CH2:10][CH2:11][O:12][CH2:13][CH3:14])[N:3]=1, predict the reactants needed to synthesize it. The reactants are: [NH2:1][C:2]1[C:6]([C:7]#[N:8])=[CH:5][NH:4][N:3]=1.Br[CH2:10][CH2:11][O:12][CH2:13][CH2:14]O[CH2:10][CH2:11][O:12][CH2:13][CH2:14]Br.C(=O)([O-])[O-].[K+].[K+].